Predict the reactants needed to synthesize the given product. From a dataset of Full USPTO retrosynthesis dataset with 1.9M reactions from patents (1976-2016). The reactants are: [OH:1][C:2]1[CH:7]=[CH:6][C:5]([CH2:8][CH2:9][C:10]([O:12][CH3:13])=[O:11])=[CH:4][CH:3]=1.[CH3:14][C:15]1[CH:20]=[C:19]([O:21][CH:22]2[CH2:27][CH2:26][CH2:25][CH2:24][O:23]2)[CH:18]=[C:17]([CH3:28])[C:16]=1[C:29]1[CH:34]=[CH:33][CH:32]=[C:31]([CH2:35]O)[CH:30]=1.C1(P(C2C=CC=CC=2)C2C=CC=CC=2)C=CC=CC=1.N(C(OCC)=O)=NC(OCC)=O. Given the product [CH3:28][C:17]1[CH:18]=[C:19]([O:21][CH:22]2[CH2:27][CH2:26][CH2:25][CH2:24][O:23]2)[CH:20]=[C:15]([CH3:14])[C:16]=1[C:29]1[CH:34]=[CH:33][CH:32]=[C:31]([CH2:35][O:1][C:2]2[CH:3]=[CH:4][C:5]([CH2:8][CH2:9][C:10]([O:12][CH3:13])=[O:11])=[CH:6][CH:7]=2)[CH:30]=1, predict the reactants needed to synthesize it.